The task is: Binary Classification. Given a drug SMILES string, predict its activity (active/inactive) in a high-throughput screening assay against a specified biological target.. This data is from HIV replication inhibition screening data with 41,000+ compounds from the AIDS Antiviral Screen. (1) The result is 0 (inactive). The drug is Cc1ccc(-c2c(N)nc(NC#N)nc2CCC(=O)Nc2ccccc2[N+](=O)[O-])cc1. (2) The molecule is CCCCC1(N=[N+]=[N-])C(=O)C2C=CC=C3c4ccccc4N(C1=O)C32. The result is 0 (inactive). (3) The drug is CN(C)CC1COC2Cc3ccccc3C1O2.Cl. The result is 0 (inactive). (4) The drug is CCOC(=O)c1c(-c2ccc(Cl)cc2)c(C#N)c(=S)n(C2OC(CO)C(O)C(O)C2O)c1-c1ccccc1. The result is 0 (inactive). (5) The compound is COc1ccc2c(c1)CC(=Cc1cccc3ccccc13)C2=O. The result is 0 (inactive).